Dataset: Full USPTO retrosynthesis dataset with 1.9M reactions from patents (1976-2016). Task: Predict the reactants needed to synthesize the given product. Given the product [C:36]([OH:48])(=[O:47])[CH2:37][C:38]([CH2:43][C:44]([OH:46])=[O:45])([C:40]([OH:42])=[O:41])[OH:39].[NH2:1][C:2]1[C:7]2[C:8]([C:11]3[CH:12]=[CH:13][C:14]([NH:17][C:18]([NH:20][C:21]4[CH:26]=[CH:25][CH:24]=[C:23]([F:27])[CH:22]=4)=[O:19])=[CH:15][CH:16]=3)=[CH:9][S:10][C:6]=2[C:5]([C:28]2[CH:29]=[N:30][N:31]([CH2:33][CH2:34][OH:35])[CH:32]=2)=[CH:4][N:3]=1, predict the reactants needed to synthesize it. The reactants are: [NH2:1][C:2]1[C:7]2[C:8]([C:11]3[CH:16]=[CH:15][C:14]([NH:17][C:18]([NH:20][C:21]4[CH:26]=[CH:25][CH:24]=[C:23]([F:27])[CH:22]=4)=[O:19])=[CH:13][CH:12]=3)=[CH:9][S:10][C:6]=2[C:5]([C:28]2[CH:29]=[N:30][N:31]([CH2:33][CH2:34][OH:35])[CH:32]=2)=[CH:4][N:3]=1.[C:36]([OH:48])(=[O:47])[CH2:37][C:38]([CH2:43][C:44]([OH:46])=[O:45])([C:40]([OH:42])=[O:41])[OH:39].CCCCCCC.